This data is from Reaction yield outcomes from USPTO patents with 853,638 reactions. The task is: Predict the reaction yield, written as a fraction of the theoretical maximum amount of product (1.0 means a 100% yield; for example, 0.34 means a 34% yield). The reactants are CC1N=C(N2C(=O)N(CC3C=CC(C(F)(F)F)=CC=3)N=C2)SC=1C(O)=O.[F:27][C:28]1[CH:49]=[CH:48][C:31]([CH2:32][N:33]2[C:37](=[O:38])[N:36]([C:39]3[S:40][C:41]([C:45](O)=[O:46])=[C:42]([CH3:44])[N:43]=3)[CH:35]=[N:34]2)=[CH:30][CH:29]=1.Cl.[O:51]1[CH:55]=[C:54]([CH2:56][NH2:57])[N:53]=[CH:52]1. No catalyst specified. The product is [F:27][C:28]1[CH:49]=[CH:48][C:31]([CH2:32][N:33]2[C:37](=[O:38])[N:36]([C:39]3[S:40][C:41]([C:45]([NH:57][CH2:56][C:54]4[N:53]=[CH:52][O:51][CH:55]=4)=[O:46])=[C:42]([CH3:44])[N:43]=3)[CH:35]=[N:34]2)=[CH:30][CH:29]=1. The yield is 0.510.